This data is from Forward reaction prediction with 1.9M reactions from USPTO patents (1976-2016). The task is: Predict the product of the given reaction. (1) Given the reactants [C:1]([N:5]1[CH:9]=[C:8]([N+:10]([O-])=O)[CH:7]=[N:6]1)([CH3:4])([CH3:3])[CH3:2], predict the reaction product. The product is: [C:1]([N:5]1[CH:9]=[C:8]([NH2:10])[CH:7]=[N:6]1)([CH3:4])([CH3:3])[CH3:2]. (2) Given the reactants O[CH2:2][C:3]1[CH:8]=[C:7]([N+:9]([O-:11])=[O:10])[CH:6]=[CH:5][C:4]=1[CH2:12][CH2:13][OH:14].C1(=O)NC(=O)CC1.C1(P(C2C=CC=CC=2)C2C=CC=CC=2)C=CC=CC=1.N(C(OCC)=O)=NC(OCC)=O, predict the reaction product. The product is: [N+:9]([C:7]1[CH:6]=[CH:5][C:4]2[CH2:12][CH2:13][O:14][CH2:2][C:3]=2[CH:8]=1)([O-:11])=[O:10]. (3) Given the reactants [Cl:1][C:2]1[CH:24]=[CH:23][CH:22]=[C:21]([F:25])[C:3]=1[CH2:4][S:5][C:6]1[N:7]([C:14]2[CH:19]=[CH:18][C:17]([F:20])=[CH:16][CH:15]=2)[C:8]([C:11](O)=[O:12])=[CH:9][N:10]=1.[CH2:26](CN)[C:27]1[CH:32]=[CH:31][CH:30]=[CH:29][CH:28]=1.[CH2:35]([N:37](CC)CC)C.CCCP(=O)=O, predict the reaction product. The product is: [CH2:26]([N:37]([CH3:35])[C:11]([C:8]1[N:7]([C:14]2[CH:19]=[CH:18][C:17]([F:20])=[CH:16][CH:15]=2)[C:6]([S:5][CH2:4][C:3]2[C:21]([F:25])=[CH:22][CH:23]=[CH:24][C:2]=2[Cl:1])=[N:10][CH:9]=1)=[O:12])[C:27]1[CH:28]=[CH:29][CH:30]=[CH:31][CH:32]=1. (4) Given the reactants [C:1]([CH:4]1[N:9]([CH3:10])[CH2:8][CH2:7][N:6]([C:11]([O:13][C:14]([CH3:17])([CH3:16])[CH3:15])=[O:12])[CH2:5]1)(=O)[NH2:2].COC1C=CC(P2(SP(C3C=CC(OC)=CC=3)(=S)S2)=[S:27])=CC=1, predict the reaction product. The product is: [C:1]([CH:4]1[N:9]([CH3:10])[CH2:8][CH2:7][N:6]([C:11]([O:13][C:14]([CH3:17])([CH3:16])[CH3:15])=[O:12])[CH2:5]1)(=[S:27])[NH2:2].